From a dataset of Human Reference Interactome with 51,813 positive PPI pairs across 8,248 proteins, plus equal number of experimentally-validated negative pairs. Binary Classification. Given two protein amino acid sequences, predict whether they physically interact or not. (1) Protein 1 (ENSG00000178078) has sequence MASALRPPRVPKPKGVLPSHYYESFLEKKGPCDRDYKKFWAGLQGLTIYFYNSNRDFQHVEKLNLGAFEKLTDEIPWGSSRDPGTHFSLILRDQEIKFKVETLECREMWKGFILTVVELRVPTDLTLLPGHLYMMSEVLAKEEARRALETPSCFLKVSRLEAQLLLERYPECGNLLLRPSGDGADGVSVTTRQMHNGTHVVRHYKVKREGPKYVIDVEQPFSCTSLDAVVNYFVSHTKKALVPFLLDEDYEKVLGYVEADKENGENVWVAPSAPGPGPAPCTGGPKPLSPASSQDKLPPL.... Protein 2 (ENSG00000138111) has sequence MGLGQPQAWLLGLPTAVVYGSLALFTTILHNVFLLYYVDTFVSVYKINKMAFWVGETVFLLWNSLNDPLFGWLSDRQFLSSQPRSGAGLSSRAVVLARVQALGWHGPLLALSFLAFWVPWAPAGLQFLLCLCLYDGFLTLVDLHHHALLADLALSAHDRTHLNFYCSLFSAAGSLSVFASYAFWNKEDFSSFRAFCVTLAVSSGLGFLGATQLLRRRVEAARKDPGCSGLVVDSGLCGEELLVGSEEADSITLGRYLRQLARHRNFLWFVSMDLVQVFHCHFNSNFFPLFLEHLLSDHIS.... Result: 0 (the proteins do not interact). (2) Protein 1 (ENSG00000170271) has sequence MKGEAGHMLHNEKSKQEGHIWGSMRRTAFILGSGLLSFVAFWNSVTWHLQRFWGASGYFWQAQWERLLTTFEGKEWILFFIGAIQVPCLFFWSFNGLLLVVDTTGKPNFISRYRIQVGKNEPVDPVKLRQSIRTVLFNQCMISFPMVVFLYPFLKWWRDPCRRELPTFHWFLLELAIFTLIEEVLFYYSHRLLHHPTFYKKIHKKHHEWTAPIGVISLYAHPIEHAVSNMLPVIVGPLVMGSHLSSITMWFSLALIITTISHCGYHLPFLPSPEFHDYHHLKFNQCYGVLGVLDHLHGTD.... Protein 2 (ENSG00000213593) has sequence MAVLAPLIALVYSVPRLSRWLAQPYYLLSALLSAAFLLVRKLPPLCHGLPTQREDGNPCDFDWREVEILMFLSAIVMMKNRRSITVEQHIGNIFMFSKVANTILFFRLDIRMGLLYITLCIVFLMTCKPPLYMGPEYIKYFNDKTIDEELERDKRVTWIVEFFANWSNDCQSFAPIYADLSLKYNCTGLNFGKVDVGRYTDVSTRYKVSTSPLTKQLPTLILFQGGKEAMRRPQIDKKGRAVSWTFSEENVIREFNLNELYQRAKKLSKAGDNIPEEQPVASTPTTVSDGENKKDK*MAV.... Result: 1 (the proteins interact). (3) Protein 1 (ENSG00000065485) has sequence MARAGPAWLLLAIWVVLPSWLSSAKVSSLIERISDPKDLKKLLRTRNNVLVLYSKSEVAAENHLRLLSTVAQAVKGQGTICWVDCGDAESRKLCKKMKVDLSPKDKKVELFHYQDGAFHTEYNRAVTFKSIVAFLKDPKGPPLWEEDPGAKDVVHLDSEKDFRRLLKKEEKPLLIMFYAPWCSMCKRMMPHFQKAATQLRGHAVLAGMNVYSSEFENIKEEYSVRGFPTICYFEKGRFLFQYDNYGSTAEDIVEWLKNPQPPQPQVPETPWADEGGSVYHLTDEDFDQFVKEHSSVLVMF.... Protein 2 (ENSG00000204379) has sequence MESPKKKNQQLKVGILHLGSRQKKIRIQLRSQVLGREMRDMEGDLQELHQSNTGDKSGFGFRRQGEDNT*MESPKKKNQQLKVGILHLGSRQKKIRIQLRSQCATWKVICKSCISQTPGINLDLGSGVKVKIIPKEEHCKMPEAGEEQPQV*. Result: 0 (the proteins do not interact). (4) Protein 1 (ENSG00000143256) has sequence MAENSGRAGKSSGSGAGKGAVSAEQVIAGFNRLRQEQRGLASKAAELEMELNEHSLVIDTLKEVDETRKCYRMVGGVLVERTVKEVLPALENNKEQIQKIIETLTQQLQAKGKELNEFREKHNIRLMGEDEKPAAKENSEGAGAKASSAGVLVS*. Protein 2 (ENSG00000105889) has sequence MESRKDITNQEEIWKMKPRRNLEDNDYLHEDTGETSMLKRPVLLHLQQTAHADEFDCPSELQHAQELFPQWHLPIKIAAVMASLTFLYTLLREVIHPLATSHQQYFYKIPILVINKVLPMVSITLLALVYLPGVIAAIVQVHNGTKYKKFPHWLDKWMLTRKQFGLLSLFFAVLHAIYTLSYAMRRSYRYKLLNWAYQQVQQNKEDAWIEHDVWRMEIYVSLGIVGLAILALLAVTSIPSVSDSLTWREFHYIQAILTGSLVALCNFQATKLAKTQLVGTPNFWQEQQCGIHFPPPSKTR.... Result: 0 (the proteins do not interact). (5) Protein 1 (ENSG00000106615) has sequence MPQSKSRKIAILGYRSVGKSSLTIQFVEGQFVDSYDPTIENTFTKLITVNGQEYHLQLVDTAGQDEYSIFPQTYSIDINGYILVYSVTSIKSFEVIKVIHGKLLDMVGKVQIPIMLVGNKKDLHMERVISYEEGKALAESWNAAFLESSAKENQTAVDVFRRIILEAEKMDGAASQGKSSCSVM*MVGKVQIPIMLVGNKKDLHMERVISYEEGKALAESWNAAFLESSAKENQTAVDVFRRIILEAEKMDGAASQGKSSCSVM*MPQSKSRKIAILGYRSVGSSSQDLRTCCEWCYSSA.... Result: 0 (the proteins do not interact). Protein 2 (ENSG00000174903) has sequence MNPEYDYLFKLLLIGDSGVGKSCLLLRFADDTYTESYISTIGVDFKIRTIELDGKTIKLQIWDTAGQERFRTITSSYYRGAHGIIVVYDVTDQESYANVKQWLQEIDRYASENVNKLLVGNKSDLTTKKVVDNTTAKEFADSLGIPFLETSAKNATNVEQAFMTMAAEIKKRMGPGAASGGERPNLKIDSTPVKPAGGGCC*MNPEYDYLFKLLLIGDSGVGKSCLLLRFADDTYTESYISTIGVDFKIRTIELDGKTIKLQIESYANVKQWLQEIDRYASENVNKLLVGNKSDLTTKKV.... (6) Protein 1 (ENSG00000143248) has sequence MCKGLAALPHSCLERAKEIKIKLGILLQKPDSVGDLVIPYNEKPEKPAKTQKTSLDEALQWRDSLDKLLQNNYGLASFKSFLKSEFSEENLEFWIACEDYKKIKSPAKMAEKAKQIYEEFIQTEAPKEVNIDHFTKDITMKNLVEPSLSSFDMAQKRIHALMEKDSLPRFVRSEFYQELIK*MCARNISQDILILQMHSAHWHINGKYEEKSNLMFWAKEIKIKLGILLQKPDSVGDLVIPYNEKPEKPAKTQKTSLDEALQWRDSLDKLLQNNYGLASFKSFLKSEFSEENLEFWIACE.... Protein 2 (ENSG00000130202) has sequence MARAAALLPSRSPPTPLLWPLLLLLLLETGAQDVRVQVLPEVRGQLGGTVELPCHLLPPVPGLYISLVTWQRPDAPANHQNVAAFHPKMGPSFPSPKPGSERLSFVSAKQSTGQDTEAELQDATLALHGLTVEDEGNYTCEFATFPKGSVRGMTWLRVIAKPKNQAEAQKVTFSQDPTTVALCISKEGRPPARISWLSSLDWEAKETQVSGTLAGTVTVTSRFTLVPSGRADGVTVTCKVEHESFEEPALIPVTLSVRYPPEVSISGYDDNWYLGRTDATLSCDVRSNPEPTGYDWSTTS.... Result: 0 (the proteins do not interact). (7) Protein 1 (ENSG00000204540) has sequence MTCTDQKSHSQRALGTQTPALQGPQLLNTDPSSEETRPPHVNPDRLCHMEPANHFWHAGDLQAMISKEFHLAATQDDCRKGRTQEDILVPSSHPELFASVLPMAPEEAARLQQPQPLPPPSGIHLSASRTLAPTLLYSSPPSHSPFGLSSLI*MISKEFHLAATQDDCRKGRTQEDILVPSSHPELFASVLPMAPEEAARLQQPQPLPPPSGIHLSASRTLAPTLLYSSPPSHSPFGLSSLI*MEPANHFWHAGDLQAMISKEFHLAATQDDCRKGRTQEDILVPSSHPELFASVLPMAP.... Protein 2 (ENSG00000054796) has sequence MAFAPMGPEASFFDVLDRHRESLLAALRRGGREPPTGGSRLASRFEDSVGLQMVSHCTTRKIKSDSPKSAQKFSLILKILSMIYKLVQSNTYATKRDIYYTDSQLFGNQTVVDNIINDISCMLKVSRRSLHILSTSKGLIAGNLRYIEEDGTKVNCTCGATAVAVPSNIQGIRNAKFVLIVEKDATFQRLLDDNFCNKLSPCIMITGKGVPDLNTRLLVKKLWDTFHVPVFTLVDADPHGIEIMCIYKYGSMSMSFEAHHLTVPAIRWLGLLPSDLKRLNVPKDSLIPLTKRDQMKLDSI.... Result: 0 (the proteins do not interact). (8) Protein 1 (ENSG00000074054) has sequence MEPRMESCLAQVLQKDVGKRLQVGQELIDYFSDKQKSADLEHDQTMLDKLVDGLATSWVNSSNYKVVLLGMDILSALVTRLQDRFKAQIGTVLPSLIDRLGDAKDSVREQDQTLLLKIMDQAANPQYVWDRMLGGFKHKNFRTREGICLCLIATLNASGAQTLTLSKIVPHICNLLGDPNSQVRDAAINSLVEIYRHVGERVRADLSKKGLPQSRLNVIFTKFDEVQKSGNMIQSANDKNFDDEDSVDGNRPSSASSTSSKAPPSSRRNVGMGTTRRLGSSTLGSKSSAAKEGAGAVDEE.... Protein 2 (ENSG00000198390) has sequence MSYNCCSGNFSSRSCGGYLHYPASSCGFSYPSNQVYSTDLCSPSTCQLGSSLYRGCQQTCWEPTSCQTSYVESSPCQTSCYRPRTSLLCSPCQTTYSGSLGFGSSSCRSLGYGSRSCYSVGCGSSGFRSLGYGGCGFPSLGYGVGFCRPTYLASRSCQSSCYRPTCGSGFYY*. Result: 0 (the proteins do not interact). (9) Protein 1 (ENSG00000183628) has sequence MERYAGALEEVADGARQQERHYQLLSALQSLVKELPSSFQQRLSYTTLSDLALALLDGTVFEIVQGLLEIQHLTEKSLYNQRLRLQNEHRVLRQALRQKHQEAQQACRPHNLPVLQAAQQRELEAVEHRIREEQRAMDQKIVLELDRKVADQQSTLEKAGVAGFYVTTNPQELMLQMNLLELIRKLQQRGCWAGKAALGLGGPWQLPAAQCDQKGSPVPP*MDQKIVLELDRKVADQQSTLEKAGVAGFYVTTNPQELMLQMNLLELIRKLQQRGCWAGKAALGLGGPWQLPAAQCDQKG.... Protein 2 (ENSG00000182628) has sequence MEAEVDKLELMFQKAESDLDYIQYRLEYEIKTNHPDSASEKNPVTLLKELSVIKSRYQTLYARFKPVAVEQKESKSRICATVKKTMNMIQKLQKQTDLELSPLTKEEKTAAEQFKFHMPDL*MASEVGHNLESPETPGGGGWTRVEFPPPAPKGAATVWCLNRLGSRKLSLIWITFNTGWNMKSRLIILIQQVSCHH*MEAEVDKLELMFQKAESDLDYIQYRLEYEIKTNHPDSASETESHSVVQTGVQWHDHGSLQL*MEAEVDKLELMFQKAESDLDYIQYRLEYEIKTNHPDSASE.... Result: 0 (the proteins do not interact). (10) Protein 1 (ENSG00000102003) has sequence MLLLADMDVVNQLVAGGQFRVVKEPLGFVKVLQWVFAIFAFATCGSYSGELQLSVDCANKTESDLSIEVEFEYPFRLHQVYFDAPTCRGGTTKVFLVGDYSSSAEFFVTVAVFAFLYSMGALATYIFLQNKYRENNKGPMLDFLATAVFAFMWLVSSSAWAKGLSDVKMATDPENIIKEMPVCRQTGNTCKELRDPVTSGLNTSVVFGFLNLVLWVGNLWFVFKETGWAAPFLRAPPGAPEKQPAPGDAYGDAGYGQGPGGYGPQDSYGPQGGYQPDYGQPAGSGGSGYGPQGDYGQQGY.... Protein 2 (ENSG00000175550) has sequence MPSKKKKYNARFPPARIKKIMQTDEEIGKVAAAVPVIISRALELFLESLLKKACQVTQSRNAKTMTTSHLKQCIELEQQFDFLKDLVASVPDMQGDGEDNHMDGDKGARRGRKPGSGGRKNGGMGTKSKDKKLSGTDSEQEDESEDTDTDGEEETSQPPPQASHPSAHFQSPPTPFLPFASTLPLPPAPPGPSAPDEEDEEDYDS*MPSKKKKYNARFPPARIKKIMQTDEEIGKVAAAVPVIISRALELFLESLLKKACQVTQSRNAKTMTTSHLKQCIELEQQFDFLKDLVASVPDMQ.... Result: 0 (the proteins do not interact).